Task: Predict the product of the given reaction.. Dataset: Forward reaction prediction with 1.9M reactions from USPTO patents (1976-2016) (1) Given the reactants [Cl:1][C:2]1[CH:7]=[CH:6][N:5]=[C:4]([NH:8][C:9]2[CH:14]=[CH:13][C:12]([S:15](Cl)(=[O:17])=[O:16])=[CH:11][CH:10]=2)[N:3]=1.[CH:19]1([NH2:25])[CH2:24][CH2:23][CH2:22][CH2:21][CH2:20]1, predict the reaction product. The product is: [Cl:1][C:2]1[CH:7]=[CH:6][N:5]=[C:4]([NH:8][C:9]2[CH:14]=[CH:13][C:12]([S:15]([NH:25][CH:19]3[CH2:24][CH2:23][CH2:22][CH2:21][CH2:20]3)(=[O:17])=[O:16])=[CH:11][CH:10]=2)[N:3]=1. (2) Given the reactants [NH:1]1[CH2:6][CH2:5][C:4](=O)[CH2:3][C:2]1=[O:8].CC(O)=O.CN.Cl.[BH3-][C:17]#[N:18].[Na+], predict the reaction product. The product is: [CH3:17][NH:18][CH:4]1[CH2:5][CH2:6][NH:1][C:2](=[O:8])[CH2:3]1. (3) Given the reactants [Br:1][CH2:2][CH2:3][CH2:4]Br.C(=O)([O-])[O-].[K+].[K+].[Cl:12][C:13]1[CH:18]=[C:17]([O:19][CH2:20][C:21]2[CH:26]=[CH:25][CH:24]=[CH:23][CH:22]=2)[CH:16]=[C:15]([Cl:27])[C:14]=1[OH:28].O, predict the reaction product. The product is: [Cl:12][C:13]1[CH:18]=[C:17]([O:19][CH2:20][C:21]2[CH:22]=[CH:23][CH:24]=[CH:25][CH:26]=2)[CH:16]=[C:15]([Cl:27])[C:14]=1[O:28][CH2:4][CH2:3][CH2:2][Br:1]. (4) The product is: [Br:25][C:26]1[CH:34]=[CH:33][C:29]([C:30]([NH:45][CH2:44][CH2:43][C:42]([O:41][C:37]([CH3:40])([CH3:39])[CH3:38])=[O:46])=[O:32])=[CH:28][C:27]=1[CH3:35]. Given the reactants CN(C(ON1N=NC2C=CC=NC1=2)=[N+](C)C)C.F[P-](F)(F)(F)(F)F.[Br:25][C:26]1[CH:34]=[CH:33][C:29]([C:30]([OH:32])=O)=[CH:28][C:27]=1[CH3:35].Cl.[C:37]([O:41][C:42](=[O:46])[CH2:43][CH2:44][NH2:45])([CH3:40])([CH3:39])[CH3:38], predict the reaction product. (5) Given the reactants [CH3:1][C:2]1[CH:3]=[C:4]2[C:8](=[C:9]([NH:11][CH:12]3[CH2:17][CH2:16][CH:15]([C:18]([OH:20])=O)[CH2:14][CH2:13]3)[CH:10]=1)[NH:7][C:6]([C:21]1[CH:26]=[CH:25][CH:24]=[CH:23][CH:22]=1)=[CH:5]2.[N:27]1([CH2:33][CH2:34][NH2:35])[CH2:32][CH2:31][O:30][CH2:29][CH2:28]1.C(Cl)CCl.C1C=CC2N(O)N=NC=2C=1.[Cl-].[Na+], predict the reaction product. The product is: [N:27]1([CH2:33][CH2:34][NH:35][C:18]([CH:15]2[CH2:16][CH2:17][CH:12]([NH:11][C:9]3[CH:10]=[C:2]([CH3:1])[CH:3]=[C:4]4[C:8]=3[NH:7][C:6]([C:21]3[CH:22]=[CH:23][CH:24]=[CH:25][CH:26]=3)=[CH:5]4)[CH2:13][CH2:14]2)=[O:20])[CH2:32][CH2:31][O:30][CH2:29][CH2:28]1. (6) Given the reactants [CH2:1]([N:3]1[C:11]2[C:6](=[N:7][CH:8]=[CH:9][CH:10]=2)[N:5]([C:12]2[CH:17]=[CH:16][C:15]([N+:18]([O-])=O)=[CH:14][CH:13]=2)[C:4]1=[O:21])[CH3:2], predict the reaction product. The product is: [NH2:18][C:15]1[CH:14]=[CH:13][C:12]([N:5]2[C:6]3=[N:7][CH:8]=[CH:9][CH:10]=[C:11]3[N:3]([CH2:1][CH3:2])[C:4]2=[O:21])=[CH:17][CH:16]=1.